This data is from Peptide-MHC class II binding affinity with 134,281 pairs from IEDB. The task is: Regression. Given a peptide amino acid sequence and an MHC pseudo amino acid sequence, predict their binding affinity value. This is MHC class II binding data. (1) The peptide sequence is GPPVEASAAALAGDA. The MHC is DRB1_0802 with pseudo-sequence DRB1_0802. The binding affinity (normalized) is 0.290. (2) The peptide sequence is TVAAAPQVKYAVFEA. The MHC is HLA-DQA10301-DQB10302 with pseudo-sequence HLA-DQA10301-DQB10302. The binding affinity (normalized) is 0.256. (3) The peptide sequence is KKLAQAVMEMTYKNK. The MHC is HLA-DQA10201-DQB10402 with pseudo-sequence HLA-DQA10201-DQB10402. The binding affinity (normalized) is 0.